Dataset: Forward reaction prediction with 1.9M reactions from USPTO patents (1976-2016). Task: Predict the product of the given reaction. (1) Given the reactants [N+](C1C=C(S(CC[O:15][C:16](=[O:78])[CH:17]([NH:37][C:38](=[O:77])[CH2:39][O:40][C:41]2[CH:46]=[C:45]([CH3:47])[C:44]([S:48]([N:51]3[C:55]4[CH:56]=[CH:57][CH:58]=[CH:59][C:54]=4[N:53]=[C:52]3[S:60]([CH2:62][C:63]3[C:68]([CH3:69])=[C:67]([O:70][CH2:71][C:72]([F:75])([F:74])[F:73])[CH:66]=[CH:65][N:64]=3)=[O:61])(=[O:50])=[O:49])=[C:43]([CH3:76])[CH:42]=2)[CH2:18][CH2:19][C:20]([O:22]CCS(C2C=CC=C([N+]([O-])=O)C=2)(=O)=O)=[O:21])(=O)=O)C=CC=1)([O-])=O.C([O-])(O)=O.[Na+:83], predict the reaction product. The product is: [Na+:83].[CH3:47][C:45]1[CH:46]=[C:41]([CH:42]=[C:43]([CH3:76])[C:44]=1[S:48]([N:51]1[C:55]2[CH:56]=[CH:57][CH:58]=[CH:59][C:54]=2[N:53]=[C:52]1[S:60]([CH2:62][C:63]1[C:68]([CH3:69])=[C:67]([O:70][CH2:71][C:72]([F:73])([F:74])[F:75])[CH:66]=[CH:65][N:64]=1)=[O:61])(=[O:50])=[O:49])[O:40][CH2:39][C:38]([NH:37][CH:17]([CH2:18][CH2:19][C:20]([O-:22])=[O:21])[C:16]([O-:78])=[O:15])=[O:77].[Na+:83]. (2) Given the reactants [Cl:1][C:2]1[CH:29]=[CH:28][CH:27]=[CH:26][C:3]=1[C:4]([NH:6][C@H:7]1[C:15]2[C:10](=[CH:11][CH:12]=[C:13]([C:16]([N:18]([CH3:25])[CH:19]3[CH2:24][CH2:23][NH:22][CH2:21][CH2:20]3)=[O:17])[CH:14]=2)[CH2:9][CH2:8]1)=[O:5].Cl[C:31]1[CH:36]=[CH:35][N+:34]([O-:37])=[CH:33][CH:32]=1.CCN(C(C)C)C(C)C, predict the reaction product. The product is: [Cl:1][C:2]1[CH:29]=[CH:28][CH:27]=[CH:26][C:3]=1[C:4]([NH:6][C@H:7]1[C:15]2[C:10](=[CH:11][CH:12]=[C:13]([C:16]([N:18]([CH3:25])[CH:19]3[CH2:20][CH2:21][N:22]([C:31]4[CH:36]=[CH:35][N+:34]([O-:37])=[CH:33][CH:32]=4)[CH2:23][CH2:24]3)=[O:17])[CH:14]=2)[CH2:9][CH2:8]1)=[O:5]. (3) Given the reactants [F:1][C:2]1[CH:7]=[C:6](B2OC(C)(C)C(C)(C)O2)[CH:5]=[CH:4][C:3]=1[C:17]1[N:18]=[CH:19][C:20]([NH2:23])=[N:21][CH:22]=1.Br[C:25]1[CH:30]=[CH:29][CH:28]=[CH:27][C:26]=1[S:31]([C:34]([CH3:38])([CH3:37])[C:35]#[N:36])(=[O:33])=[O:32], predict the reaction product. The product is: [NH2:23][C:20]1[N:21]=[CH:22][C:17]([C:3]2[CH:4]=[CH:5][C:6]([C:25]3[CH:30]=[CH:29][CH:28]=[CH:27][C:26]=3[S:31]([C:34]([CH3:38])([CH3:37])[C:35]#[N:36])(=[O:33])=[O:32])=[CH:7][C:2]=2[F:1])=[N:18][CH:19]=1. (4) The product is: [F:19][C:20]1[CH:27]=[CH:26][C:23]([CH2:24][NH:2][C@H:3]2[C@H:8]3[CH2:9][C@H:5]([CH2:6][CH2:7]3)[C@H:4]2[C:10]([O:12][CH3:13])=[O:11])=[CH:22][C:21]=1[CH3:28]. Given the reactants Cl.[NH2:2][C@H:3]1[C@H:8]2[CH2:9][C@H:5]([CH2:6][CH2:7]2)[C@H:4]1[C:10]([O:12][CH3:13])=[O:11].C([O-])(=O)C.[Na+].[F:19][C:20]1[CH:27]=[CH:26][C:23]([CH:24]=O)=[CH:22][C:21]=1[CH3:28].C([BH3-])#N.[Na+].C(=O)(O)[O-].[Na+], predict the reaction product.